Dataset: Forward reaction prediction with 1.9M reactions from USPTO patents (1976-2016). Task: Predict the product of the given reaction. (1) Given the reactants [Br:1][C:2]1[N:7]=[C:6]2[NH:8][CH:9]=[C:10]([CH3:11])[C:5]2=[CH:4][CH:3]=1.[C:12](=O)([O-])[O-].[Cs+].[Cs+].IC, predict the reaction product. The product is: [Br:1][C:2]1[N:7]=[C:6]2[N:8]([CH3:12])[CH:9]=[C:10]([CH3:11])[C:5]2=[CH:4][CH:3]=1. (2) Given the reactants [CH2:1]([O:3][C:4](=[O:25])[CH2:5][CH:6]1[O:10][B:9]([OH:11])[C:8]2[CH:12]=[C:13]([O:17][C:18]3[CH:23]=[CH:22][N:21]=[C:20](Cl)[N:19]=3)[CH:14]=[C:15]([CH3:16])[C:7]1=2)[CH3:2].[CH3:26][O:27][C:28]1[CH:35]=[C:34](OC)[CH:33]=[CH:32][C:29]=1[CH2:30][NH2:31].C(N(CC)CC)C.C1C[O:48][CH2:47]C1, predict the reaction product. The product is: [CH2:1]([O:3][C:4](=[O:25])[CH2:5][CH:6]1[O:10][B:9]([OH:11])[C:8]2[CH:12]=[C:13]([O:17][C:18]3[CH:23]=[CH:22][N:21]=[C:20]([NH:31][CH2:30][C:29]4[CH:32]=[C:33]([O:48][CH3:47])[CH:34]=[CH:35][C:28]=4[O:27][CH3:26])[N:19]=3)[CH:14]=[C:15]([CH3:16])[C:7]1=2)[CH3:2]. (3) Given the reactants [CH3:1]/[CH:2]=[CH:3]/[C:4]([CH:6]1[C:11]([CH3:13])([CH3:12])[CH2:10][CH:9]=[CH:8][CH:7]1[CH3:14])=[O:5].[CH3:15][CH:16]([SH:18])[CH3:17], predict the reaction product. The product is: [CH:16]([S:18][CH:2]([CH3:1])[CH2:3][C:4]([C@@H:6]1[C:11]([CH3:12])([CH3:13])[CH2:10][CH:9]=[CH:8][C@H:7]1[CH3:14])=[O:5])([CH3:17])[CH3:15]. (4) Given the reactants [C:1]1(=[O:14])[C:9]2[C:8]3[CH:10]=[CH:11][CH2:12][O:13][C:7]=3[CH:6]=[CH:5][C:4]=2[CH2:3][NH:2]1.[H-].[Na+].[CH3:17][S:18](Cl)(=[O:20])=[O:19], predict the reaction product. The product is: [CH3:17][S:18]([N:2]1[C:1](=[O:14])[C:9]2[C:8]3[CH:10]=[CH:11][CH2:12][O:13][C:7]=3[CH:6]=[CH:5][C:4]=2[CH2:3]1)(=[O:20])=[O:19]. (5) Given the reactants Br[C:2]1[N:3]=[C:4]([C:9]2[N:10]([CH2:18][CH3:19])[C:11]3[CH:16]=[CH:15][N:14]=[CH:13][C:12]=3[N:17]=2)[C:5]([NH2:8])=[N:6][CH:7]=1.[CH2:20]([O:27][C:28]([C:30]1[CH:35]=[CH:34][C:33](B(O)O)=[CH:32][CH:31]=1)=[O:29])[C:21]1[CH:26]=[CH:25][CH:24]=[CH:23][CH:22]=1.C([O-])([O-])=O.[K+].[K+], predict the reaction product. The product is: [NH2:8][C:5]1[N:6]=[CH:7][C:2]([C:33]2[CH:34]=[CH:35][C:30]([C:28]([O:27][CH2:20][C:21]3[CH:26]=[CH:25][CH:24]=[CH:23][CH:22]=3)=[O:29])=[CH:31][CH:32]=2)=[N:3][C:4]=1[C:9]1[N:10]([CH2:18][CH3:19])[C:11]2[CH:16]=[CH:15][N:14]=[CH:13][C:12]=2[N:17]=1. (6) Given the reactants [Cl:1][C:2]1[CH:3]=[C:4]([CH:7]=[CH:8][C:9]=1[O:10][CH3:11])C=O.ClC1C=CC=C(C(OO)=[O:20])C=1, predict the reaction product. The product is: [Cl:1][C:2]1[CH:3]=[C:4]([OH:20])[CH:7]=[CH:8][C:9]=1[O:10][CH3:11]. (7) Given the reactants [F:1][C:2]1[C:9]([CH3:10])=[CH:8][C:5](C=O)=[CH:4][C:3]=1[CH3:11].C1C=C(Cl)C=C([C:19]([O:21]O)=[O:20])C=1, predict the reaction product. The product is: [F:1][C:2]1[C:3]([CH3:11])=[CH:4][C:5]([O:21][CH:19]=[O:20])=[CH:8][C:9]=1[CH3:10].